Dataset: Forward reaction prediction with 1.9M reactions from USPTO patents (1976-2016). Task: Predict the product of the given reaction. (1) Given the reactants Cl[C:2]1[N:7]=[C:6]([C:8]2[CH:9]=[C:10]([CH:16]=[CH:17][C:18]=2[CH3:19])[C:11]([NH:13][CH2:14][CH3:15])=[O:12])[CH:5]=[CH:4][C:3]=1[C:20]([C:22]1[CH:27]=[CH:26][C:25]([F:28])=[CH:24][CH:23]=1)=O.O.[NH2:30][NH2:31], predict the reaction product. The product is: [CH2:14]([NH:13][C:11](=[O:12])[C:10]1[CH:16]=[CH:17][C:18]([CH3:19])=[C:8]([C:6]2[N:7]=[C:2]3[NH:30][N:31]=[C:20]([C:22]4[CH:27]=[CH:26][C:25]([F:28])=[CH:24][CH:23]=4)[C:3]3=[CH:4][CH:5]=2)[CH:9]=1)[CH3:15]. (2) Given the reactants C(N(CC)CC)C.[Cl:8][C:9]1[CH:14]=[C:13]([O:15][CH3:16])[CH:12]=[CH:11][C:10]=1[S:17](Cl)(=[O:19])=[O:18].[NH2:21][C:22]1[CH:23]=[CH:24][C:25]2[CH2:29][O:28][B:27]([OH:30])[C:26]=2[CH:31]=1.Cl, predict the reaction product. The product is: [Cl:8][C:9]1[CH:14]=[C:13]([O:15][CH3:16])[CH:12]=[CH:11][C:10]=1[S:17]([NH:21][C:22]1[CH:23]=[CH:24][C:25]2[CH2:29][O:28][B:27]([OH:30])[C:26]=2[CH:31]=1)(=[O:19])=[O:18]. (3) Given the reactants C[Si]([N-][Si](C)(C)C)(C)C.[Li+].[CH3:11][C:12]1[CH:17]=[CH:16][C:15]([CH2:18][C:19]([O:21][CH2:22][CH3:23])=[O:20])=[CH:14][CH:13]=1.[O:24]1[CH2:29][CH2:28][C:27](=[O:30])[CH2:26][CH2:25]1.C(O)(=O)CC(CC(O)=O)(C(O)=O)O, predict the reaction product. The product is: [OH:30][C:27]1([CH:18]([C:15]2[CH:14]=[CH:13][C:12]([CH3:11])=[CH:17][CH:16]=2)[C:19]([O:21][CH2:22][CH3:23])=[O:20])[CH2:28][CH2:29][O:24][CH2:25][CH2:26]1. (4) Given the reactants [NH2:1][C:2]1[CH:3]=[C:4]([C:8]2[N:9]=[C:10]3[N:14]([C:15]=2[C:16]2[CH:21]=[CH:20][N:19]=[C:18]([NH:22][C:23]4[CH:28]=[CH:27][CH:26]=[C:25]([CH2:29][CH2:30][N:31]5[CH2:36][CH2:35][O:34][CH2:33][CH2:32]5)[CH:24]=4)[N:17]=2)[CH:13]=[CH:12][S:11]3)[CH:5]=[CH:6][CH:7]=1.NC1C=C(C2N=C3N(C=2C2C=CN=C(NC4C=CC=C(OCCCN5CCOCC5)C=4)N=2)C=CS3)C=CC=1.[C:75]1([CH2:81][C:82](Cl)=[O:83])[CH:80]=[CH:79][CH:78]=[CH:77][CH:76]=1.FC1C=CC=C(F)C=1C(Cl)=O, predict the reaction product. The product is: [N:31]1([CH2:30][CH2:29][C:25]2[CH:24]=[C:23]([NH:22][C:18]3[N:17]=[C:16]([C:15]4[N:14]5[C:10]([S:11][CH:12]=[CH:13]5)=[N:9][C:8]=4[C:4]4[CH:3]=[C:2]([NH:1][C:82](=[O:83])[CH2:81][C:75]5[CH:80]=[CH:79][CH:78]=[CH:77][CH:76]=5)[CH:7]=[CH:6][CH:5]=4)[CH:21]=[CH:20][N:19]=3)[CH:28]=[CH:27][CH:26]=2)[CH2:36][CH2:35][O:34][CH2:33][CH2:32]1.